This data is from Catalyst prediction with 721,799 reactions and 888 catalyst types from USPTO. The task is: Predict which catalyst facilitates the given reaction. (1) Reactant: Br[C:2]1[C:3]2[N:4]([N:8]=[C:9]([NH:11][C:12]3[CH:28]=[CH:27][C:15]([C:16]([N:18]([CH3:26])[CH:19]4[CH2:24][CH2:23][N:22]([CH3:25])[CH2:21][CH2:20]4)=[O:17])=[CH:14][CH:13]=3)[N:10]=2)[CH:5]=[CH:6][CH:7]=1.[CH:29]1([C:34]2([CH2:40][C:41]#[N:42])[CH2:39][CH2:38][NH:37][CH2:36][CH2:35]2)[CH2:33][CH2:32][CH2:31][CH2:30]1.O. Product: [C:41]([CH2:40][C:34]1([CH:29]2[CH2:33][CH2:32][CH2:31][CH2:30]2)[CH2:35][CH2:36][N:37]([C:2]2[C:3]3[N:4]([N:8]=[C:9]([NH:11][C:12]4[CH:28]=[CH:27][C:15]([C:16]([N:18]([CH3:26])[CH:19]5[CH2:24][CH2:23][N:22]([CH3:25])[CH2:21][CH2:20]5)=[O:17])=[CH:14][CH:13]=4)[N:10]=3)[CH:5]=[CH:6][CH:7]=2)[CH2:38][CH2:39]1)#[N:42]. The catalyst class is: 23. (2) Reactant: [Cl:1][C:2]1[N:7]=[C:6]([S:8]([CH3:10])=O)[N:5]=[C:4]([NH2:11])[CH:3]=1.[Br:12]N1C(=O)CCC1=O. Product: [Br:12][C:3]1[C:4]([NH2:11])=[N:5][C:6]([S:8][CH3:10])=[N:7][C:2]=1[Cl:1]. The catalyst class is: 2. (3) Reactant: CC(C)([O-])C.[K+].[N+:7](CS(C1C=CC(C)=CC=1)(=O)=O)#[C-:8].[CH:20]1([C:23]2[C:27]([CH:28]=O)=[CH:26][N:25]([CH3:30])[N:24]=2)[CH2:22][CH2:21]1.CO. Product: [CH:20]1([C:23]2[C:27]([CH2:28][C:8]#[N:7])=[CH:26][N:25]([CH3:30])[N:24]=2)[CH2:22][CH2:21]1. The catalyst class is: 57. (4) Reactant: [N:1]1([CH2:6][CH2:7][O:8][CH2:9][CH:10]2[CH2:15][CH2:14][N:13](C(OC(C)(C)C)=O)[CH2:12][CH2:11]2)[CH2:5][CH2:4][CH2:3][CH2:2]1.FC(F)(F)C(O)=O.[OH-].[Na+]. Product: [N:1]1([CH2:6][CH2:7][O:8][CH2:9][CH:10]2[CH2:15][CH2:14][NH:13][CH2:12][CH2:11]2)[CH2:5][CH2:4][CH2:3][CH2:2]1. The catalyst class is: 46. (5) Reactant: [Si]([O:8][CH2:9][CH2:10][CH2:11][N:12]1[C:20](=[O:21])[C:19]2[N:18]([CH2:22][C:23]3[CH:28]=[CH:27][C:26]([Cl:29])=[CH:25][CH:24]=3)[C:17]([NH:30][CH2:31][CH2:32][CH3:33])=[N:16][C:15]=2[N:14]([CH3:34])[C:13]1=[O:35])(C(C)(C)C)(C)C.Cl. Product: [ClH:29].[Cl:29][C:26]1[CH:25]=[CH:24][C:23]([CH2:22][N:18]2[C:19]3[C:20](=[O:21])[N:12]([CH2:11][CH2:10][CH2:9][OH:8])[C:13](=[O:35])[N:14]([CH3:34])[C:15]=3[N:16]=[C:17]2[NH:30][CH2:31][CH2:32][CH3:33])=[CH:28][CH:27]=1. The catalyst class is: 8. (6) Reactant: [NH2:1][C:2]1[CH:7]=[CH:6][CH:5]=[CH:4][CH:3]=1.[CH2:8]([O:10][C:11](=[O:25])[CH:12]([C:17](=O)[C:18]1[CH:23]=[CH:22][CH:21]=[CH:20][CH:19]=1)[CH2:13][C:14](=O)[CH3:15])[CH3:9].CC1C=CC(S(O)(=O)=O)=CC=1. Product: [CH2:8]([O:10][C:11]([C:12]1[CH:13]=[C:14]([CH3:15])[N:1]([C:2]2[CH:7]=[CH:6][CH:5]=[CH:4][CH:3]=2)[C:17]=1[C:18]1[CH:19]=[CH:20][CH:21]=[CH:22][CH:23]=1)=[O:25])[CH3:9]. The catalyst class is: 8. (7) Reactant: [N+:1]([C:4]1[CH:5]=[CH:6][C:7]([O:10][C:11]2[CH:18]=[CH:17][C:14]([CH:15]=[O:16])=[CH:13][CH:12]=2)=[N:8][CH:9]=1)([O-:3])=[O:2].[CH2:19](O)[CH2:20][OH:21].C1(C)C=CC(S(O)(=O)=O)=CC=1. Product: [CH2:20]1[O:21][CH:15]([C:14]2[CH:17]=[CH:18][C:11]([O:10][C:7]3[CH:6]=[CH:5][C:4]([N+:1]([O-:3])=[O:2])=[CH:9][N:8]=3)=[CH:12][CH:13]=2)[O:16][CH2:19]1. The catalyst class is: 48. (8) Product: [F:1][C:2]1[C:3]([CH3:18])=[C:4]([NH:11][C:12]2[CH:17]=[CH:16][CH:15]=[CH:14][N:13]=2)[C:5]([NH2:8])=[CH:6][CH:7]=1. The catalyst class is: 99. Reactant: [F:1][C:2]1[C:3]([CH3:18])=[C:4]([NH:11][C:12]2[CH:17]=[CH:16][CH:15]=[CH:14][N:13]=2)[C:5]([N+:8]([O-])=O)=[CH:6][CH:7]=1. (9) Reactant: Br[C:2]1[CH:3]=[C:4]([CH3:9])[CH:5]=[CH:6][C:7]=1[Cl:8].[C:10](=[N:23][NH2:24])([C:17]1[CH:22]=[CH:21][CH:20]=[CH:19][CH:18]=1)[C:11]1[CH:16]=[CH:15][CH:14]=[CH:13][CH:12]=1.CC(C)([O-:28])C.[Na+].[CH2:31]([O:33][CH2:34][CH3:35])[CH3:32]. Product: [CH3:32][CH2:31][O:33][C:34]([CH3:35])=[O:28].[CH3:7][CH2:2][CH2:3][CH:4]([CH3:9])[CH3:5].[Cl:8][C:7]1[CH:6]=[CH:5][C:4]([CH3:9])=[CH:3][C:2]=1[NH:24][N:23]=[C:10]([C:11]1[CH:16]=[CH:15][CH:14]=[CH:13][CH:12]=1)[C:17]1[CH:22]=[CH:21][CH:20]=[CH:19][CH:18]=1. The catalyst class is: 164. (10) Reactant: [Br:1][C:2]1[N:7]=[C:6](N)[CH:5]=[CH:4][C:3]=1[Cl:9].C(ON=O)(C)(C)C.[FH:17].N1C=CC=CC=1. Product: [Br:1][C:2]1[C:3]([Cl:9])=[CH:4][CH:5]=[C:6]([F:17])[N:7]=1. The catalyst class is: 4.